Task: Binary Classification. Given a T-cell receptor sequence (or CDR3 region) and an epitope sequence, predict whether binding occurs between them.. Dataset: TCR-epitope binding with 47,182 pairs between 192 epitopes and 23,139 TCRs (1) The epitope is GTSGSPIIDK. The TCR CDR3 sequence is CASSPRTSGNEQFF. Result: 0 (the TCR does not bind to the epitope). (2) The epitope is LLLGIGILV. The TCR CDR3 sequence is CASSFLQHQETQYF. Result: 0 (the TCR does not bind to the epitope). (3) Result: 1 (the TCR binds to the epitope). The TCR CDR3 sequence is CASSEQGQGEKLFF. The epitope is RAKFKQLL. (4) The epitope is KRWIIMGLNK. The TCR CDR3 sequence is CASSSTGTGGDEQYF. Result: 0 (the TCR does not bind to the epitope). (5) The epitope is NLSALGIFST. The TCR CDR3 sequence is CASSGNRAPVYDEQFF. Result: 1 (the TCR binds to the epitope). (6) The epitope is FVDGVPFVV. The TCR CDR3 sequence is CASSFYPGEQYF. Result: 0 (the TCR does not bind to the epitope).